From a dataset of NCI-60 drug combinations with 297,098 pairs across 59 cell lines. Regression. Given two drug SMILES strings and cell line genomic features, predict the synergy score measuring deviation from expected non-interaction effect. (1) Drug 1: CCC1=CC2CC(C3=C(CN(C2)C1)C4=CC=CC=C4N3)(C5=C(C=C6C(=C5)C78CCN9C7C(C=CC9)(C(C(C8N6C)(C(=O)OC)O)OC(=O)C)CC)OC)C(=O)OC.C(C(C(=O)O)O)(C(=O)O)O. Drug 2: CCCS(=O)(=O)NC1=C(C(=C(C=C1)F)C(=O)C2=CNC3=C2C=C(C=N3)C4=CC=C(C=C4)Cl)F. Cell line: SN12C. Synergy scores: CSS=37.1, Synergy_ZIP=8.31, Synergy_Bliss=4.39, Synergy_Loewe=-32.1, Synergy_HSA=2.77. (2) Synergy scores: CSS=47.5, Synergy_ZIP=-2.10, Synergy_Bliss=0.581, Synergy_Loewe=-0.748, Synergy_HSA=1.34. Cell line: HCT-15. Drug 1: CC1OCC2C(O1)C(C(C(O2)OC3C4COC(=O)C4C(C5=CC6=C(C=C35)OCO6)C7=CC(=C(C(=C7)OC)O)OC)O)O. Drug 2: C1CCC(C(C1)N)N.C(=O)(C(=O)[O-])[O-].[Pt+4].